Dataset: NCI-60 drug combinations with 297,098 pairs across 59 cell lines. Task: Regression. Given two drug SMILES strings and cell line genomic features, predict the synergy score measuring deviation from expected non-interaction effect. (1) Cell line: CAKI-1. Drug 2: CCN(CC)CCCC(C)NC1=C2C=C(C=CC2=NC3=C1C=CC(=C3)Cl)OC. Synergy scores: CSS=32.4, Synergy_ZIP=-0.555, Synergy_Bliss=11.0, Synergy_Loewe=-11.3, Synergy_HSA=-1.07. Drug 1: CCCCC(=O)OCC(=O)C1(CC(C2=C(C1)C(=C3C(=C2O)C(=O)C4=C(C3=O)C=CC=C4OC)O)OC5CC(C(C(O5)C)O)NC(=O)C(F)(F)F)O. (2) Drug 1: C1CN1P(=S)(N2CC2)N3CC3. Drug 2: CCCCCOC(=O)NC1=NC(=O)N(C=C1F)C2C(C(C(O2)C)O)O. Cell line: SNB-19. Synergy scores: CSS=2.33, Synergy_ZIP=-1.89, Synergy_Bliss=0.484, Synergy_Loewe=-10.8, Synergy_HSA=-3.52. (3) Drug 1: C1CCN(CC1)CCOC2=CC=C(C=C2)C(=O)C3=C(SC4=C3C=CC(=C4)O)C5=CC=C(C=C5)O. Drug 2: C1=C(C(=O)NC(=O)N1)F. Cell line: UACC62. Synergy scores: CSS=19.7, Synergy_ZIP=-0.173, Synergy_Bliss=-1.10, Synergy_Loewe=-1.37, Synergy_HSA=-1.08. (4) Drug 1: CC1C(C(CC(O1)OC2CC(OC(C2O)C)OC3=CC4=CC5=C(C(=O)C(C(C5)C(C(=O)C(C(C)O)O)OC)OC6CC(C(C(O6)C)O)OC7CC(C(C(O7)C)O)OC8CC(C(C(O8)C)O)(C)O)C(=C4C(=C3C)O)O)O)O. Cell line: NCI/ADR-RES. Drug 2: CC1CCCC2(C(O2)CC(NC(=O)CC(C(C(=O)C(C1O)C)(C)C)O)C(=CC3=CSC(=N3)C)C)C. Synergy scores: CSS=6.99, Synergy_ZIP=-2.51, Synergy_Bliss=0.668, Synergy_Loewe=-4.60, Synergy_HSA=-0.969.